From a dataset of Catalyst prediction with 721,799 reactions and 888 catalyst types from USPTO. Predict which catalyst facilitates the given reaction. (1) Reactant: CS(C1SC2C=CC=CC=2N=1)=O.[N:13]1[C:21]2[C:16](=[N:17][CH:18]=[CH:19][CH:20]=2)[N:15]([CH2:22][C:23]2[CH:35]=[CH:34][C:26]3[N:27]=[C:28](S(C)(=O)=O)[S:29][C:25]=3[CH:24]=2)[CH:14]=1.[NH2:36][C@H:37]([CH:40]1[CH2:45][CH2:44][CH2:43][CH2:42][CH2:41]1)[CH2:38][OH:39].CCN(C(C)C)C(C)C. The catalyst class is: 44. Product: [N:13]1[C:21]2[C:16](=[N:17][CH:18]=[CH:19][CH:20]=2)[N:15]([CH2:22][C:23]2[CH:35]=[CH:34][C:26]3[N:27]=[C:28]([NH:36][C@H:37]([CH:40]4[CH2:45][CH2:44][CH2:43][CH2:42][CH2:41]4)[CH2:38][OH:39])[S:29][C:25]=3[CH:24]=2)[CH:14]=1. (2) The catalyst class is: 43. Product: [O:1]=[C:2]([CH2:10][CH2:11][CH2:12][CH2:13][C:14]1[CH:15]=[CH:16][CH:17]=[CH:18][CH:19]=1)[CH2:3][P:4](=[O:9])([O:5][CH3:6])[O:7][CH3:8]. Reactant: [O:1]=[C:2]([CH2:10][CH2:11][C:12]#[C:13][C:14]1[CH:19]=[CH:18][CH:17]=[CH:16][CH:15]=1)[CH2:3][P:4](=[O:9])([O:7][CH3:8])[O:5][CH3:6].